This data is from CYP1A2 inhibition data for predicting drug metabolism from PubChem BioAssay. The task is: Regression/Classification. Given a drug SMILES string, predict its absorption, distribution, metabolism, or excretion properties. Task type varies by dataset: regression for continuous measurements (e.g., permeability, clearance, half-life) or binary classification for categorical outcomes (e.g., BBB penetration, CYP inhibition). Dataset: cyp1a2_veith. (1) The compound is CCCN1C2=NCCCN2c2ccccc21.Cl. The result is 0 (non-inhibitor). (2) The drug is CC(=O)N1N=C(c2cccc([N+](=O)[O-])c2)OC1c1ccc(Cl)cc1Cl. The result is 1 (inhibitor). (3) The drug is CC(C)N=C(NC#N)SCc1ccc(Br)cc1. The result is 1 (inhibitor). (4) The drug is Cc1c(NC(=S)N/N=C/c2ccc(O)cc2)c(=O)n(-c2ccccc2)n1C. The result is 0 (non-inhibitor). (5) The drug is CC(C)(C)C1CCc2c(C(=O)N/N=C/c3cccs3)csc2C1. The result is 0 (non-inhibitor). (6) The compound is Cc1cc(C)c(C#N)c(Oc2ccc(F)cc2)n1. The result is 1 (inhibitor). (7) The compound is CCC(=O)Nc1ccc(NC(=O)CSc2nnnn2-c2cccnc2)cc1C. The result is 0 (non-inhibitor). (8) The compound is CN(C)C[C@H]1CCC2=C(C1=O)C(c1ccc(Cl)c(Cl)c1)C1=C(CC[C@H](CN(C)C)C1=O)O2. The result is 0 (non-inhibitor). (9) The compound is NCc1ccccc1.O=C(O)NCc1ccccc1. The result is 1 (inhibitor).